This data is from Reaction yield outcomes from USPTO patents with 853,638 reactions. The task is: Predict the reaction yield, written as a fraction of the theoretical maximum amount of product (1.0 means a 100% yield; for example, 0.34 means a 34% yield). (1) The reactants are [C:1]([C:3]1[C:4](I)=[C:5]([C:14]([OH:16])=[O:15])[S:6][C:7]=1[N:8]1[CH2:13][CH2:12][O:11][CH2:10][CH2:9]1)#[N:2].O1CCCC1.C1([Li])C=CC=CC=1.[Cl:30][C:31]1[CH:36]=[CH:35][C:34](/[CH:37]=[N:38]/[S:39]([C:41]([CH3:44])([CH3:43])[CH3:42])=[O:40])=[CH:33][CH:32]=1.CO.C(O)(=O)C. No catalyst specified. The product is [C:41]([S:39]([NH:38][CH:37]([C:34]1[CH:33]=[CH:32][C:31]([Cl:30])=[CH:36][CH:35]=1)[C:4]1[C:3]([C:1]#[N:2])=[C:7]([N:8]2[CH2:13][CH2:12][O:11][CH2:10][CH2:9]2)[S:6][C:5]=1[C:14]([OH:16])=[O:15])=[O:40])([CH3:44])([CH3:42])[CH3:43]. The yield is 0.622. (2) The reactants are [NH2:1][C:2]1[S:3][CH:4]=[CH:5][C:6]=1[C:7]([O:9]C)=O.[CH:11]([NH2:13])=O. The catalyst is O. The product is [N:1]1[C:2]2[S:3][CH:4]=[CH:5][C:6]=2[C:7](=[O:9])[NH:13][CH:11]=1. The yield is 0.230.